From a dataset of Catalyst prediction with 721,799 reactions and 888 catalyst types from USPTO. Predict which catalyst facilitates the given reaction. (1) Reactant: [CH2:1]([NH:8][C:9]1[C:10]2[CH2:30][O:29][CH2:28][CH2:27][C:11]=2[N:12]=[C:13]([N:15]2[C:23]3[CH:22]=[CH:21][CH:20]=[C:19]([C:24]#[N:25])[C:18]=3[CH:17]=[C:16]2[CH3:26])[N:14]=1)[C:2]1[CH:7]=[CH:6][CH:5]=[CH:4][CH:3]=1.[N-:31]=[N+:32]=[N-:33].[Na+].[NH4+].[Cl-].[Li+].[Cl-]. Product: [CH2:1]([NH:8][C:9]1[C:10]2[CH2:30][O:29][CH2:28][CH2:27][C:11]=2[N:12]=[C:13]([N:15]2[C:23]3[C:18](=[C:19]([C:24]4[NH:33][N:32]=[N:31][N:25]=4)[CH:20]=[CH:21][CH:22]=3)[CH:17]=[C:16]2[CH3:26])[N:14]=1)[C:2]1[CH:3]=[CH:4][CH:5]=[CH:6][CH:7]=1. The catalyst class is: 136. (2) Reactant: [CH:1]([O:4][CH2:5][CH2:6][CH2:7][NH2:8])([CH3:3])[CH3:2].C(N(CC)C(C)C)(C)C.C[C:19]1[C:27]([S:28](Cl)(=[O:30])=[O:29])=[CH:26][CH:25]=[CH:24][C:20]=1[C:21]([OH:23])=[O:22]. Product: [CH:1]([O:4][CH2:5][CH2:6][CH2:7][NH:8][S:28]([C:27]1[CH:19]=[C:20]([CH:24]=[CH:25][CH:26]=1)[C:21]([OH:23])=[O:22])(=[O:30])=[O:29])([CH3:3])[CH3:2]. The catalyst class is: 1. (3) Reactant: CC1(C)OC2C=CC([C@H]3OC(=O)[N:14](CCC4C=CC(OCCOCC5C=CC=C(S(C(C)C)=O)C=5)=CC=4)C3)=CC=2C[O:3]1.[CH3:43][C:44]1(C)[O:49][C:48]2[CH:50]=[CH:51][C:52]([C@@H:54]([OH:81])[CH2:55][NH:56][CH2:57][CH2:58][C:59]3[CH:64]=[CH:63][C:62]([O:65][CH2:66][CH2:67][O:68][CH2:69][C:70]4[CH:75]=[CH:74][CH:73]=[C:72]([S:76]([CH:78]([CH3:80])[CH3:79])=[O:77])[CH:71]=4)=[CH:61][CH:60]=3)=[CH:53][C:47]=2[CH2:46][O:45]1.C[Si](C)(C)[O-].[K+]. Product: [NH3:14].[C:44]([O:49][C:48]1[CH:50]=[CH:51][C:52]([C@@H:54]([OH:81])[CH2:55][NH:56][CH2:57][CH2:58][C:59]2[CH:64]=[CH:63][C:62]([O:65][CH2:66][CH2:67][O:68][CH2:69][C:70]3[CH:75]=[CH:74][CH:73]=[C:72]([S:76]([CH:78]([CH3:80])[CH3:79])=[O:77])[CH:71]=3)=[CH:61][CH:60]=2)=[CH:53][C:47]=1[CH2:46][OH:3])(=[O:45])[CH3:43]. The catalyst class is: 266. (4) Reactant: [C-:1]#[N:2].[K+].CS(O[CH2:9][CH2:10][C:11]([C:27]1[CH:32]=[CH:31][C:30]([Cl:33])=[CH:29][CH:28]=1)([CH:24]1[CH2:26][CH2:25]1)[C:12]1[C:20]2[C:15](=[C:16]([CH2:21][S:22][CH3:23])[CH:17]=[CH:18][CH:19]=2)[NH:14][CH:13]=1)(=O)=O.O. Product: [Cl:33][C:30]1[CH:29]=[CH:28][C:27]([C:11]([CH:24]2[CH2:25][CH2:26]2)([C:12]2[C:20]3[C:15](=[C:16]([CH2:21][S:22][CH3:23])[CH:17]=[CH:18][CH:19]=3)[NH:14][CH:13]=2)[CH2:10][CH2:9][C:1]#[N:2])=[CH:32][CH:31]=1. The catalyst class is: 16. (5) Reactant: C([O:3][C:4]([C@@H:6]1[N:10]([CH3:11])[C:9](=[O:12])[CH2:8][C@@H:7]1[C:13]1[CH:18]=[CH:17][CH:16]=[CH:15][CH:14]=1)=[O:5])C.Cl. Product: [C:4]([C@@H:6]1[N:10]([CH3:11])[C:9](=[O:12])[CH2:8][C@@H:7]1[C:13]1[CH:18]=[CH:17][CH:16]=[CH:15][CH:14]=1)([OH:5])=[O:3]. The catalyst class is: 6. (6) Reactant: [P:1]([O:13][CH2:14][CH2:15][N:16]1[C:24]2[C:19](=[CH:20][C:21]([O:25][C:26]3[CH:31]=[CH:30][C:29]([F:32])=[CH:28][C:27]=3[CH2:33][NH:34][C:35]([NH:37][C:38]3[N:42]([C:43]4[CH:48]=[CH:47][C:46]([CH3:49])=[CH:45][CH:44]=4)[N:41]=[C:40]([C:50]([CH3:53])([CH3:52])[CH3:51])[CH:39]=3)=[O:36])=[CH:22][CH:23]=2)[CH:18]=[N:17]1)([O:8]C(C)(C)C)([O:3]C(C)(C)C)=[O:2].Cl.CC(O)C. Product: [P:1]([O:13][CH2:14][CH2:15][N:16]1[C:24]2[C:19](=[CH:20][C:21]([O:25][C:26]3[CH:31]=[CH:30][C:29]([F:32])=[CH:28][C:27]=3[CH2:33][NH:34][C:35]([NH:37][C:38]3[N:42]([C:43]4[CH:44]=[CH:45][C:46]([CH3:49])=[CH:47][CH:48]=4)[N:41]=[C:40]([C:50]([CH3:53])([CH3:52])[CH3:51])[CH:39]=3)=[O:36])=[CH:22][CH:23]=2)[CH:18]=[N:17]1)([OH:8])([OH:3])=[O:2]. The catalyst class is: 14. (7) Reactant: Br[C:2]1[CH:7]=[CH:6][C:5]([N+:8]([O-:10])=[O:9])=[CH:4][CH:3]=1.[C:11]1(B(O)O)[CH2:15][CH2:14][CH2:13][CH:12]=1.C([O-])([O-])=O.[Cs+].[Cs+].COCCOC. Product: [C:11]1([C:2]2[CH:7]=[CH:6][C:5]([N+:8]([O-:10])=[O:9])=[CH:4][CH:3]=2)[CH2:15][CH2:14][CH2:13][CH:12]=1. The catalyst class is: 461. (8) Reactant: [NH:1]1[C:9]2[C:4](=[CH:5][CH:6]=[CH:7][CH:8]=2)[CH2:3][C:2]1=[O:10].[CH3:11][C:12]1[S:16][C:15]([CH:17]=O)=[CH:14][CH:13]=1. Product: [CH3:17][C:15]1[S:16][C:12]([CH:11]=[C:3]2[C:4]3[C:9](=[CH:8][CH:7]=[CH:6][CH:5]=3)[NH:1][C:2]2=[O:10])=[CH:13][CH:14]=1. The catalyst class is: 495.